From a dataset of Full USPTO retrosynthesis dataset with 1.9M reactions from patents (1976-2016). Predict the reactants needed to synthesize the given product. (1) Given the product [F:21][C:19]1([F:22])[O:18][C:17]2[CH:23]=[CH:24][C:14]([C:11]3([C:9]([NH:8][C:6]4[N:7]=[C:2]([C:31]5[CH:30]=[N:29][C:28]([O:27][CH3:26])=[C:33]([CH3:34])[CH:32]=5)[CH:3]=[C:4]([CH3:25])[CH:5]=4)=[O:10])[CH2:13][CH2:12]3)=[CH:15][C:16]=2[O:20]1, predict the reactants needed to synthesize it. The reactants are: Cl[C:2]1[N:7]=[C:6]([NH:8][C:9]([C:11]2([C:14]3[CH:24]=[CH:23][C:17]4[O:18][C:19]([F:22])([F:21])[O:20][C:16]=4[CH:15]=3)[CH2:13][CH2:12]2)=[O:10])[CH:5]=[C:4]([CH3:25])[CH:3]=1.[CH3:26][O:27][C:28]1[C:33]([CH3:34])=[CH:32][C:31](B2OC(C)(C)C(C)(C)O2)=[CH:30][N:29]=1. (2) The reactants are: [Cl:1][C:2]1[C:3]([F:22])=[C:4]([CH:19]=[CH:20][CH:21]=1)[NH:5][C:6]1[C:15]2[C:10](=[CH:11][C:12]([O:17][CH3:18])=[C:13]([OH:16])[CH:14]=2)[N:9]=[CH:8][N:7]=1.CS(O[CH:28]1[CH2:33][CH2:32][N:31]([C:34]([O:36][C:37]([CH3:40])([CH3:39])[CH3:38])=[O:35])[CH2:30][CH2:29]1)(=O)=O.C(=O)([O-])[O-].[K+].[K+].CN1C(=O)CCC1. Given the product [Cl:1][C:2]1[C:3]([F:22])=[C:4]([CH:19]=[CH:20][CH:21]=1)[NH:5][C:6]1[C:15]2[C:10](=[CH:11][C:12]([O:17][CH3:18])=[C:13]([O:16][CH:28]3[CH2:33][CH2:32][N:31]([C:34]([O:36][C:37]([CH3:40])([CH3:39])[CH3:38])=[O:35])[CH2:30][CH2:29]3)[CH:14]=2)[N:9]=[CH:8][N:7]=1, predict the reactants needed to synthesize it. (3) Given the product [NH2:15][C:11]1[N:10]=[C:9]([C:16]2[CH:17]=[N:18][CH:19]=[CH:20][CH:21]=2)[C:8]([C:7]2[CH:6]=[CH:5][N:4]=[CH:3][C:2]=2[F:1])=[CH:13][C:12]=1[NH:14][C:25]([CH:22]1[CH2:24][CH2:23]1)=[O:26], predict the reactants needed to synthesize it. The reactants are: [F:1][C:2]1[CH:3]=[N:4][CH:5]=[CH:6][C:7]=1[C:8]1[C:9]([C:16]2[CH:17]=[N:18][CH:19]=[CH:20][CH:21]=2)=[N:10][C:11]([NH2:15])=[C:12]([NH2:14])[CH:13]=1.[CH:22]1([C:25](C(Cl)=O)=[O:26])[CH2:24][CH2:23]1. (4) Given the product [CH3:1][O:2][CH2:3][CH2:4][O:5][C:9]1[CH:18]=[CH:17][CH:16]=[C:15]2[C:10]=1[C:11]([OH:19])=[N:12][CH:13]=[N:14]2, predict the reactants needed to synthesize it. The reactants are: [CH3:1][O:2][CH2:3][CH2:4][OH:5].[H-].[Na+].F[C:9]1[CH:18]=[CH:17][CH:16]=[C:15]2[C:10]=1[C:11](=[O:19])[NH:12][CH:13]=[N:14]2.